This data is from Peptide-MHC class I binding affinity with 185,985 pairs from IEDB/IMGT. The task is: Regression. Given a peptide amino acid sequence and an MHC pseudo amino acid sequence, predict their binding affinity value. This is MHC class I binding data. (1) The binding affinity (normalized) is 0.336. The MHC is HLA-A11:01 with pseudo-sequence HLA-A11:01. The peptide sequence is PLYRLSPKK. (2) The peptide sequence is TLPANPPPA. The MHC is HLA-A68:01 with pseudo-sequence HLA-A68:01. The binding affinity (normalized) is 0.